From a dataset of NCI-60 drug combinations with 297,098 pairs across 59 cell lines. Regression. Given two drug SMILES strings and cell line genomic features, predict the synergy score measuring deviation from expected non-interaction effect. (1) Drug 1: CC1C(C(CC(O1)OC2CC(OC(C2O)C)OC3=CC4=CC5=C(C(=O)C(C(C5)C(C(=O)C(C(C)O)O)OC)OC6CC(C(C(O6)C)O)OC7CC(C(C(O7)C)O)OC8CC(C(C(O8)C)O)(C)O)C(=C4C(=C3C)O)O)O)O. Drug 2: C1=NNC2=C1C(=O)NC=N2. Cell line: NCIH23. Synergy scores: CSS=20.2, Synergy_ZIP=4.17, Synergy_Bliss=-1.06, Synergy_Loewe=-50.8, Synergy_HSA=-3.22. (2) Drug 1: C1=C(C(=O)NC(=O)N1)N(CCCl)CCCl. Drug 2: CN(CCCl)CCCl.Cl. Cell line: MDA-MB-231. Synergy scores: CSS=15.1, Synergy_ZIP=-10.3, Synergy_Bliss=-8.84, Synergy_Loewe=-8.42, Synergy_HSA=-7.71. (3) Drug 1: CC1=C(C=C(C=C1)C(=O)NC2=CC(=CC(=C2)C(F)(F)F)N3C=C(N=C3)C)NC4=NC=CC(=N4)C5=CN=CC=C5. Drug 2: CCN(CC)CCNC(=O)C1=C(NC(=C1C)C=C2C3=C(C=CC(=C3)F)NC2=O)C. Cell line: SNB-19. Synergy scores: CSS=-8.72, Synergy_ZIP=8.64, Synergy_Bliss=4.98, Synergy_Loewe=-11.4, Synergy_HSA=-12.3.